From a dataset of NCI-60 drug combinations with 297,098 pairs across 59 cell lines. Regression. Given two drug SMILES strings and cell line genomic features, predict the synergy score measuring deviation from expected non-interaction effect. (1) Drug 1: CCC1=C2CN3C(=CC4=C(C3=O)COC(=O)C4(CC)O)C2=NC5=C1C=C(C=C5)O. Drug 2: CNC(=O)C1=NC=CC(=C1)OC2=CC=C(C=C2)NC(=O)NC3=CC(=C(C=C3)Cl)C(F)(F)F. Cell line: LOX IMVI. Synergy scores: CSS=38.2, Synergy_ZIP=-5.21, Synergy_Bliss=-4.06, Synergy_Loewe=-75.0, Synergy_HSA=-2.58. (2) Cell line: UO-31. Synergy scores: CSS=8.03, Synergy_ZIP=-3.11, Synergy_Bliss=0.396, Synergy_Loewe=2.43, Synergy_HSA=2.50. Drug 2: C1=CC(=CC=C1C#N)C(C2=CC=C(C=C2)C#N)N3C=NC=N3. Drug 1: CC(C1=C(C=CC(=C1Cl)F)Cl)OC2=C(N=CC(=C2)C3=CN(N=C3)C4CCNCC4)N.